Dataset: Catalyst prediction with 721,799 reactions and 888 catalyst types from USPTO. Task: Predict which catalyst facilitates the given reaction. (1) Reactant: [C:1]([O:5][C:6]([N:8]1[C@@H:12]([CH2:13][C:14]2[CH:19]=[CH:18][C:17]([OH:20])=[C:16]([N+:21]([O-:23])=[O:22])[CH:15]=2)[CH2:11][O:10][C:9]1([CH3:25])[CH3:24])=[O:7])([CH3:4])([CH3:3])[CH3:2].C(=O)([O-])[O-].[K+].[K+].[CH2:32](Br)[C:33]1[CH:38]=[CH:37][CH:36]=[CH:35][CH:34]=1.CN(C)C=O. Product: [C:1]([O:5][C:6]([N:8]1[C@@H:12]([CH2:13][C:14]2[CH:19]=[CH:18][C:17]([O:20][CH2:32][C:33]3[CH:38]=[CH:37][CH:36]=[CH:35][CH:34]=3)=[C:16]([N+:21]([O-:23])=[O:22])[CH:15]=2)[CH2:11][O:10][C:9]1([CH3:25])[CH3:24])=[O:7])([CH3:4])([CH3:2])[CH3:3]. The catalyst class is: 13. (2) Reactant: Cl.Cl.[CH3:3][O:4][CH2:5][CH:6]1[CH2:11][NH:10][CH2:9][CH2:8][NH:7]1.C(N(CC)CC)C.[C:19]1([C:25](Cl)([C:32]2[CH:37]=[CH:36][CH:35]=[CH:34][CH:33]=2)[C:26]2[CH:31]=[CH:30][CH:29]=[CH:28][CH:27]=2)[CH:24]=[CH:23][CH:22]=[CH:21][CH:20]=1. Product: [CH3:3][O:4][CH2:5][CH:6]1[CH2:11][N:10]([C:25]([C:19]2[CH:24]=[CH:23][CH:22]=[CH:21][CH:20]=2)([C:32]2[CH:33]=[CH:34][CH:35]=[CH:36][CH:37]=2)[C:26]2[CH:27]=[CH:28][CH:29]=[CH:30][CH:31]=2)[CH2:9][CH2:8][NH:7]1. The catalyst class is: 2.